From a dataset of Peptide-MHC class I binding affinity with 185,985 pairs from IEDB/IMGT. Regression. Given a peptide amino acid sequence and an MHC pseudo amino acid sequence, predict their binding affinity value. This is MHC class I binding data. (1) The peptide sequence is VIEDITFLR. The MHC is HLA-A33:01 with pseudo-sequence HLA-A33:01. The binding affinity (normalized) is 0.442. (2) The peptide sequence is GRTFGKLPY. The MHC is HLA-A26:03 with pseudo-sequence HLA-A26:03. The binding affinity (normalized) is 0.0847. (3) The peptide sequence is LEPIPESCTV. The MHC is Mamu-A01 with pseudo-sequence Mamu-A01. The binding affinity (normalized) is 0. (4) The peptide sequence is INISGYNLSL. The MHC is HLA-A02:03 with pseudo-sequence HLA-A02:03. The binding affinity (normalized) is 0.333. (5) The peptide sequence is VTKSSSWKDV. The MHC is HLA-A02:02 with pseudo-sequence HLA-A02:02. The binding affinity (normalized) is 0. (6) The peptide sequence is KINIFMAFL. The MHC is HLA-A02:01 with pseudo-sequence HLA-A02:01. The binding affinity (normalized) is 0.442.